This data is from Peptide-MHC class I binding affinity with 185,985 pairs from IEDB/IMGT. The task is: Regression. Given a peptide amino acid sequence and an MHC pseudo amino acid sequence, predict their binding affinity value. This is MHC class I binding data. (1) The peptide sequence is MQNCLLRLK. The MHC is HLA-A31:01 with pseudo-sequence HLA-A31:01. The binding affinity (normalized) is 0.762. (2) The peptide sequence is GLLDVTDNV. The MHC is HLA-A02:01 with pseudo-sequence HLA-A02:01. The binding affinity (normalized) is 0.714.